This data is from Forward reaction prediction with 1.9M reactions from USPTO patents (1976-2016). The task is: Predict the product of the given reaction. (1) Given the reactants [Br:1][C:2]1[C:10]2[C:5](=[CH:6][C:7]([N+:12]([O-:14])=[O:13])=[C:8]([CH3:11])[CH:9]=2)[N:4]([C:15]([C:28]2[CH:33]=[CH:32][CH:31]=[CH:30][CH:29]=2)([C:22]2[CH:27]=[CH:26][CH:25]=[CH:24][CH:23]=2)[C:16]2[CH:21]=[CH:20][CH:19]=[CH:18][CH:17]=2)[N:3]=1.C1C(=O)N([Br:41])C(=O)C1.CC(N=NC(C#N)(C)C)(C#N)C, predict the reaction product. The product is: [Br:1][C:2]1[C:10]2[C:5](=[CH:6][C:7]([N+:12]([O-:14])=[O:13])=[C:8]([CH2:11][Br:41])[CH:9]=2)[N:4]([C:15]([C:28]2[CH:33]=[CH:32][CH:31]=[CH:30][CH:29]=2)([C:22]2[CH:23]=[CH:24][CH:25]=[CH:26][CH:27]=2)[C:16]2[CH:21]=[CH:20][CH:19]=[CH:18][CH:17]=2)[N:3]=1. (2) Given the reactants [NH2:1][C:2]1[CH:32]=[CH:31][C:5]([C:6]([N:8]2[CH2:12][CH2:11][C@@H:10]([NH:13][C:14]3[N:19]=[C:18]([C:20]4[C:28]5[C:23](=[CH:24][CH:25]=[CH:26][CH:27]=5)[NH:22][CH:21]=4)[C:17]([C:29]#[N:30])=[CH:16][N:15]=3)[CH2:9]2)=[O:7])=[CH:4][CH:3]=1.Br[CH2:34]/[CH:35]=[CH:36]/[C:37](Cl)=[O:38].[CH3:40][NH:41][CH3:42], predict the reaction product. The product is: [C:29]([C:17]1[C:18]([C:20]2[C:28]3[C:23](=[CH:24][CH:25]=[CH:26][CH:27]=3)[NH:22][CH:21]=2)=[N:19][C:14]([NH:13][C@@H:10]2[CH2:11][CH2:12][N:8]([C:6]([C:5]3[CH:4]=[CH:3][C:2]([NH:1][C:37](=[O:38])/[CH:36]=[CH:35]/[CH2:34][N:41]([CH3:42])[CH3:40])=[CH:32][CH:31]=3)=[O:7])[CH2:9]2)=[N:15][CH:16]=1)#[N:30]. (3) Given the reactants [Br:1][C:2]1[CH:3]=[C:4]([Cl:15])[C:5]([CH:8]([OH:14])[CH:9](O)[CH2:10][CH2:11]O)=[N:6][CH:7]=1.[OH:16]S(C(F)(F)F)(=O)=O.C([O-])(O)=O.[Na+], predict the reaction product. The product is: [Br:1][C:2]1[CH:3]=[C:4]([Cl:15])[C:5]([CH:8]2[O:14][CH2:11][CH:10]([OH:16])[CH2:9]2)=[N:6][CH:7]=1. (4) Given the reactants [CH2:1]=O.[CH:3](=[O:7])[CH:4]([CH3:6])[CH3:5].[CH3:8][O:9][CH2:10][CH2:11][NH:12][CH2:13][CH2:14][O:15][CH3:16], predict the reaction product. The product is: [CH3:5][C:4]([CH3:1])([CH2:6][N:12]([CH2:13][CH2:14][O:15][CH3:16])[CH2:11][CH2:10][O:9][CH3:8])[CH:3]=[O:7]. (5) Given the reactants Cl[C:2]1[CH:7]=[CH:6][C:5]([C:8]2([C:11]([N:13]3[CH2:17][CH2:16][C@@:15]4([C:21]5[CH:22]=[CH:23][CH:24]=[CH:25][C:20]=5[C:19](=[O:26])[O:18]4)[CH2:14]3)=[O:12])[CH2:10][CH2:9]2)=[C:4]([F:27])[CH:3]=1.C([Sn](CCCC)(CCCC)[C:33]1[CH:38]=[CH:37][CH:36]=[CH:35][N:34]=1)CCC.C(P(C(C)(C)C)C(C)(C)C)(C)(C)C.C(=O)([O-])[O-].[Cs+].[Cs+], predict the reaction product. The product is: [F:27][C:4]1[CH:3]=[C:2]([C:33]2[CH:38]=[CH:37][CH:36]=[CH:35][N:34]=2)[CH:7]=[CH:6][C:5]=1[C:8]1([C:11]([N:13]2[CH2:17][CH2:16][C@@:15]3([C:21]4[CH:22]=[CH:23][CH:24]=[CH:25][C:20]=4[C:19](=[O:26])[O:18]3)[CH2:14]2)=[O:12])[CH2:10][CH2:9]1.